This data is from Full USPTO retrosynthesis dataset with 1.9M reactions from patents (1976-2016). The task is: Predict the reactants needed to synthesize the given product. (1) The reactants are: [H-].[Na+].[CH2:3]([O:5][C:6](=[O:34])[CH2:7][C:8]([C:10]1[CH:15]=[CH:14][C:13]([O:16][C:17](=[O:32])[C:18]([C:26]2[CH:31]=[CH:30][CH:29]=[CH:28][CH:27]=2)([C:20]2[CH:25]=[CH:24][CH:23]=[CH:22][CH:21]=2)[OH:19])=[C:12]([CH3:33])[CH:11]=1)=[O:9])[CH3:4].ClC[C:37]1([CH3:52])[CH:41]=[C:40]([C:42]2[CH:47]=[CH:46][C:45]([C:48]([F:51])([F:50])[F:49])=[CH:44][CH:43]=2)[O:39][NH:38]1.[I-].[K+].O1CCC[CH2:56]1. Given the product [CH2:3]([O:5][C:6](=[O:34])[CH:7]([CH2:52][C:37]1[C:41]([CH3:56])=[C:40]([C:42]2[CH:43]=[CH:44][C:45]([C:48]([F:49])([F:50])[F:51])=[CH:46][CH:47]=2)[O:39][N:38]=1)[C:8]([C:10]1[CH:15]=[CH:14][C:13]([O:16][C:17](=[O:32])[C:18]([C:26]2[CH:27]=[CH:28][CH:29]=[CH:30][CH:31]=2)([C:20]2[CH:21]=[CH:22][CH:23]=[CH:24][CH:25]=2)[OH:19])=[C:12]([CH3:33])[CH:11]=1)=[O:9])[CH3:4], predict the reactants needed to synthesize it. (2) Given the product [NH2:1][C:2]1[C:11]([O:12][CH3:13])=[CH:10][C:9]([Br:14])=[CH:8][C:3]=1[C:4]([O:6][CH3:7])=[O:5], predict the reactants needed to synthesize it. The reactants are: [NH2:1][C:2]1[C:11]([O:12][CH3:13])=[CH:10][CH:9]=[CH:8][C:3]=1[C:4]([O:6][CH3:7])=[O:5].[Br:14]N1C(=O)CCC1=O.O.